Dataset: Catalyst prediction with 721,799 reactions and 888 catalyst types from USPTO. Task: Predict which catalyst facilitates the given reaction. Reactant: [CH3:1][O:2][C:3]([C:5]1[S:6][CH:7]=[CH:8][C:9]=1[N:10](C)[C:11](=O)C(F)(F)F)=[O:4]. The catalyst class is: 273. Product: [CH3:1][O:2][C:3]([C:5]1[S:6][CH:7]=[CH:8][C:9]=1[NH:10][CH3:11])=[O:4].